This data is from Catalyst prediction with 721,799 reactions and 888 catalyst types from USPTO. The task is: Predict which catalyst facilitates the given reaction. Reactant: [NH2:1][C:2]1[CH:12]=[CH:11][C:5]([C:6]([N:8]([CH3:10])[CH3:9])=[O:7])=[CH:4][CH:3]=1.[Br:13][C:14]1[CH:19]=[CH:18][C:17]([N:20]=[C:21]=[O:22])=[CH:16][CH:15]=1. Product: [Br:13][C:14]1[CH:19]=[CH:18][C:17]([NH:20][C:21](=[O:22])[NH:1][C:2]2[CH:12]=[CH:11][C:5]([C:6]([N:8]([CH3:10])[CH3:9])=[O:7])=[CH:4][CH:3]=2)=[CH:16][CH:15]=1. The catalyst class is: 2.